This data is from Forward reaction prediction with 1.9M reactions from USPTO patents (1976-2016). The task is: Predict the product of the given reaction. (1) Given the reactants [Cl:1][C:2]1[CH:7]=[CH:6][CH:5]=[C:4]([Cl:8])[C:3]=1[C:9]1[NH:10][C:11]2[C:16]([CH:17]=1)=[CH:15][CH:14]=[C:13]([C:18]([O:20]C)=[O:19])[CH:12]=2.[OH-].[Na+].Cl, predict the reaction product. The product is: [Cl:1][C:2]1[CH:7]=[CH:6][CH:5]=[C:4]([Cl:8])[C:3]=1[C:9]1[NH:10][C:11]2[C:16]([CH:17]=1)=[CH:15][CH:14]=[C:13]([C:18]([OH:20])=[O:19])[CH:12]=2. (2) Given the reactants [F:1][C:2]1([F:37])[CH2:6][CH2:5][CH:4]([NH:7][C:8]2[N:13]=[C:12]([C:14]3[CH:19]=[CH:18][CH:17]=[C:16]([C:20]([F:23])([F:22])[F:21])[N:15]=3)[N:11]=[C:10]([NH:24][CH:25]3[CH2:29][CH2:28][N:27](C(OC(C)(C)C)=O)[CH2:26]3)[N:9]=2)[CH2:3]1.C(O)(C(F)(F)F)=O, predict the reaction product. The product is: [F:37][C:2]1([F:1])[CH2:6][CH2:5][CH:4]([NH:7][C:8]2[N:9]=[C:10]([NH:24][CH:25]3[CH2:29][CH2:28][NH:27][CH2:26]3)[N:11]=[C:12]([C:14]3[CH:19]=[CH:18][CH:17]=[C:16]([C:20]([F:22])([F:23])[F:21])[N:15]=3)[N:13]=2)[CH2:3]1. (3) Given the reactants Cl.Cl.[O:3]1[C:8]2=[CH:9][CH:10]=[CH:11][C:7]2=[CH:6][C:5]([CH:12]2[CH2:17][CH2:16][CH2:15][CH2:14][N:13]2[CH2:18][CH2:19][C@H:20]2[CH2:25][CH2:24][C@H:23]([NH2:26])[CH2:22][CH2:21]2)=[CH:4]1.[OH:27][C:28]([CH3:34])([CH3:33])[CH2:29][C:30](O)=[O:31], predict the reaction product. The product is: [O:3]1[C:8]2=[CH:9][CH:10]=[CH:11][C:7]2=[CH:6][C:5]([CH:12]2[CH2:17][CH2:16][CH2:15][CH2:14][N:13]2[CH2:18][CH2:19][C@H:20]2[CH2:21][CH2:22][C@H:23]([NH:26][C:30](=[O:31])[CH2:29][C:28]([OH:27])([CH3:34])[CH3:33])[CH2:24][CH2:25]2)=[CH:4]1. (4) The product is: [CH2:1]([N:8]1[C@@H:13]2[CH2:14][CH2:15][C@@:9]1([C:17]1[CH:22]=[CH:21][CH:20]=[CH:19][CH:18]=1)[C@H:10]([O:16][CH2:30][C:29]1[CH:32]=[C:33]([C:35]([F:37])([F:38])[F:36])[CH:34]=[C:27]([C:26]([F:25])([F:39])[F:40])[CH:28]=1)[CH2:11][CH2:12]2)[C:2]1[CH:3]=[CH:4][CH:5]=[CH:6][CH:7]=1. Given the reactants [CH2:1]([N:8]1[C@@H:13]2[CH2:14][CH2:15][C@@:9]1([C:17]1[CH:22]=[CH:21][CH:20]=[CH:19][CH:18]=1)[C@H:10]([OH:16])[CH2:11][CH2:12]2)[C:2]1[CH:7]=[CH:6][CH:5]=[CH:4][CH:3]=1.[H-].[Na+].[F:25][C:26]([F:40])([F:39])[C:27]1[CH:28]=[C:29]([CH:32]=[C:33]([C:35]([F:38])([F:37])[F:36])[CH:34]=1)[CH2:30]Br.O, predict the reaction product.